This data is from NCI-60 drug combinations with 297,098 pairs across 59 cell lines. The task is: Regression. Given two drug SMILES strings and cell line genomic features, predict the synergy score measuring deviation from expected non-interaction effect. (1) Drug 1: C1=C(C(=O)NC(=O)N1)N(CCCl)CCCl. Drug 2: CC12CCC3C(C1CCC2OP(=O)(O)O)CCC4=C3C=CC(=C4)OC(=O)N(CCCl)CCCl.[Na+]. Cell line: HCT-15. Synergy scores: CSS=16.5, Synergy_ZIP=-5.67, Synergy_Bliss=-10.6, Synergy_Loewe=-15.9, Synergy_HSA=-9.99. (2) Drug 1: CC1=C(C(=O)C2=C(C1=O)N3CC4C(C3(C2COC(=O)N)OC)N4)N. Drug 2: C1CNP(=O)(OC1)N(CCCl)CCCl. Cell line: CCRF-CEM. Synergy scores: CSS=22.1, Synergy_ZIP=8.38, Synergy_Bliss=3.52, Synergy_Loewe=-57.1, Synergy_HSA=-1.69. (3) Drug 1: C1=CC(=CC=C1CCC2=CNC3=C2C(=O)NC(=N3)N)C(=O)NC(CCC(=O)O)C(=O)O. Drug 2: CS(=O)(=O)OCCCCOS(=O)(=O)C. Cell line: NCI-H322M. Synergy scores: CSS=5.72, Synergy_ZIP=1.14, Synergy_Bliss=4.68, Synergy_Loewe=-28.8, Synergy_HSA=0.529. (4) Drug 1: CC1=C2C(C(=O)C3(C(CC4C(C3C(C(C2(C)C)(CC1OC(=O)C(C(C5=CC=CC=C5)NC(=O)OC(C)(C)C)O)O)OC(=O)C6=CC=CC=C6)(CO4)OC(=O)C)OC)C)OC. Drug 2: CC1=C(C=C(C=C1)C(=O)NC2=CC(=CC(=C2)C(F)(F)F)N3C=C(N=C3)C)NC4=NC=CC(=N4)C5=CN=CC=C5. Cell line: RXF 393. Synergy scores: CSS=19.7, Synergy_ZIP=-5.59, Synergy_Bliss=-6.21, Synergy_Loewe=-30.8, Synergy_HSA=-7.80. (5) Drug 2: C1CNP(=O)(OC1)N(CCCl)CCCl. Synergy scores: CSS=19.6, Synergy_ZIP=-1.85, Synergy_Bliss=-1.36, Synergy_Loewe=-60.8, Synergy_HSA=-0.615. Drug 1: C1C(C(OC1N2C=NC3=C(N=C(N=C32)Cl)N)CO)O. Cell line: SR. (6) Synergy scores: CSS=2.30, Synergy_ZIP=9.28, Synergy_Bliss=12.5, Synergy_Loewe=5.24, Synergy_HSA=6.33. Cell line: SN12C. Drug 2: C1=NNC2=C1C(=O)NC=N2. Drug 1: CNC(=O)C1=NC=CC(=C1)OC2=CC=C(C=C2)NC(=O)NC3=CC(=C(C=C3)Cl)C(F)(F)F. (7) Drug 1: CCC1(CC2CC(C3=C(CCN(C2)C1)C4=CC=CC=C4N3)(C5=C(C=C6C(=C5)C78CCN9C7C(C=CC9)(C(C(C8N6C=O)(C(=O)OC)O)OC(=O)C)CC)OC)C(=O)OC)O.OS(=O)(=O)O. Drug 2: CC1C(C(CC(O1)OC2CC(CC3=C2C(=C4C(=C3O)C(=O)C5=C(C4=O)C(=CC=C5)OC)O)(C(=O)CO)O)N)O.Cl. Cell line: SNB-75. Synergy scores: CSS=30.5, Synergy_ZIP=3.86, Synergy_Bliss=5.53, Synergy_Loewe=3.51, Synergy_HSA=5.76.